Dataset: Catalyst prediction with 721,799 reactions and 888 catalyst types from USPTO. Task: Predict which catalyst facilitates the given reaction. Reactant: O=[C:2]([CH:6]1[CH2:10][CH2:9]O[CH2:7]1)[CH2:3][C:4]#[N:5].[OH2:11].[NH2:12][NH2:13]. Product: [O:11]1[CH2:9][CH2:10][CH:6]([C:2]2[NH:13][N:12]=[C:4]([NH2:5])[CH:3]=2)[CH2:7]1. The catalyst class is: 41.